From a dataset of Reaction yield outcomes from USPTO patents with 853,638 reactions. Predict the reaction yield, written as a fraction of the theoretical maximum amount of product (1.0 means a 100% yield; for example, 0.34 means a 34% yield). (1) The reactants are C([O:4][CH2:5][C:6]([CH3:45])([CH3:44])[CH2:7][N:8]1[C:14]2[CH:15]=[CH:16][C:17]([Cl:19])=[CH:18][C:13]=2[C@@H:12]([C:20]2[CH:25]=[CH:24][CH:23]=[C:22]([O:26][CH3:27])[C:21]=2[O:28][CH3:29])[O:11][C@H:10]([CH2:30][CH:31]([O:35][Si](C(C)(C)C)(C)C)[C:32]([NH2:34])=[S:33])[C:9]1=[O:43])(=O)C.Cl[CH2:47][C:48](=O)[CH2:49][C:50]([O:52][CH2:53][CH3:54])=[O:51].O. The catalyst is C(O)C. The product is [Cl:19][C:17]1[CH:16]=[CH:15][C:14]2[N:8]([CH2:7][C:6]([CH3:44])([CH3:45])[CH2:5][OH:4])[C:9](=[O:43])[C@@H:10]([CH2:30][CH:31]([C:32]3[S:33][CH:47]=[C:48]([CH2:49][C:50]([O:52][CH2:53][CH3:54])=[O:51])[N:34]=3)[OH:35])[O:11][C@H:12]([C:20]3[CH:25]=[CH:24][CH:23]=[C:22]([O:26][CH3:27])[C:21]=3[O:28][CH3:29])[C:13]=2[CH:18]=1. The yield is 0.450. (2) The reactants are [Cl:1][C:2]1[N:6]2[CH:7]=[C:8]([CH:15]=C)[CH:9]=[C:10]([C:11]([F:14])([F:13])[F:12])[C:5]2=[N:4][C:3]=1[C:17]([O:19][CH3:20])=[O:18].I([O-])(=O)(=O)=[O:22].[Na+]. The catalyst is C1COCC1.O.CCOC(C)=O. The product is [Cl:1][C:2]1[N:6]2[CH:7]=[C:8]([CH:15]=[O:22])[CH:9]=[C:10]([C:11]([F:14])([F:13])[F:12])[C:5]2=[N:4][C:3]=1[C:17]([O:19][CH3:20])=[O:18]. The yield is 0.780. (3) The reactants are [CH3:1][C:2]1[CH:7]=[CH:6][C:5]([C:8]([CH3:10])=[O:9])=[CH:4][C:3]=1[CH3:11].Br.[OH2:13]. The catalyst is CS(C)=O. The product is [CH3:11][C:3]1[CH:4]=[C:5]([C:8](=[O:9])[CH:10]=[O:13])[CH:6]=[CH:7][C:2]=1[CH3:1]. The yield is 0.570. (4) The reactants are [CH2:1]([C:3]1[CH:36]=[CH:35][CH:34]=[CH:33][C:4]=1[O:5][C:6]1[CH:11]=[CH:10][CH:9]=[CH:8][C:7]=1[C@:12]([C@@H:20]1[CH2:25][CH2:24][CH2:23][N:22](C(OC(C)(C)C)=O)[CH2:21]1)([OH:19])[CH2:13][CH2:14][CH2:15][CH2:16][O:17][CH3:18])[CH3:2].[OH-].[Na+]. The catalyst is CC#N.Cl. The product is [CH2:1]([C:3]1[CH:36]=[CH:35][CH:34]=[CH:33][C:4]=1[O:5][C:6]1[CH:11]=[CH:10][CH:9]=[CH:8][C:7]=1[C@:12]([C@@H:20]1[CH2:25][CH2:24][CH2:23][NH:22][CH2:21]1)([OH:19])[CH2:13][CH2:14][CH2:15][CH2:16][O:17][CH3:18])[CH3:2]. The yield is 0.970. (5) The reactants are [CH3:1][O:2][C:3]1[CH:4]=[C:5]([N:12]2[CH2:17][CH2:16][P:15](=[O:19])([CH3:18])[CH2:14][CH2:13]2)[CH:6]=[CH:7][C:8]=1[N+:9]([O-])=O. The catalyst is [Pd].C(O)C. The product is [CH3:1][O:2][C:3]1[CH:4]=[C:5]([N:12]2[CH2:17][CH2:16][P:15]([CH3:18])(=[O:19])[CH2:14][CH2:13]2)[CH:6]=[CH:7][C:8]=1[NH2:9]. The yield is 0.870. (6) The reactants are [C:1]([O:5][C:6]([CH2:8][CH2:9][CH2:10][CH2:11][CH2:12][CH2:13][CH2:14][CH2:15][CH2:16][CH2:17][CH2:18][CH2:19][CH2:20][CH2:21][CH2:22][CH2:23][CH2:24][CH2:25][C:26]([NH:28][CH2:29][CH:30]1[CH2:35][CH2:34][CH:33]([C:36]([OH:38])=[O:37])[CH2:32][CH2:31]1)=[O:27])=[O:7])([CH3:4])([CH3:3])[CH3:2].[B-](F)(F)(F)F.CN(C(O[N:52]1[C:57](=[O:58])[CH2:56][CH2:55][C:53]1=[O:54])=[N+](C)C)C. The catalyst is C1COCC1.C(#N)C. The yield is 0.880. The product is [O:54]=[C:53]1[CH2:55][CH2:56][C:57](=[O:58])[N:52]1[O:37][C:36]([CH:33]1[CH2:34][CH2:35][CH:30]([CH2:29][NH:28][C:26](=[O:27])[CH2:25][CH2:24][CH2:23][CH2:22][CH2:21][CH2:20][CH2:19][CH2:18][CH2:17][CH2:16][CH2:15][CH2:14][CH2:13][CH2:12][CH2:11][CH2:10][CH2:9][CH2:8][C:6]([O:5][C:1]([CH3:4])([CH3:2])[CH3:3])=[O:7])[CH2:31][CH2:32]1)=[O:38]. (7) The reactants are [CH2:1]([C:3]1([CH2:18][CH:19]([OH:21])[CH3:20])[C:8]2[NH:9][C:10]3[C:15]([C:7]=2[CH2:6][CH2:5][O:4]1)=[CH:14][CH:13]=[CH:12][C:11]=3[CH2:16][CH3:17])[CH3:2].C(Cl)Cl.CS(C)=O.N1C=CC=CC=1.S(=O)(=O)=O. The catalyst is [Cl-].[Na+].O. The product is [CH2:1]([C:3]1([CH2:18][C:19](=[O:21])[CH3:20])[C:8]2[NH:9][C:10]3[C:15]([C:7]=2[CH2:6][CH2:5][O:4]1)=[CH:14][CH:13]=[CH:12][C:11]=3[CH2:16][CH3:17])[CH3:2]. The yield is 0.510.